This data is from Merck oncology drug combination screen with 23,052 pairs across 39 cell lines. The task is: Regression. Given two drug SMILES strings and cell line genomic features, predict the synergy score measuring deviation from expected non-interaction effect. (1) Drug 1: CCC1=CC2CN(C1)Cc1c([nH]c3ccccc13)C(C(=O)OC)(c1cc3c(cc1OC)N(C)C1C(O)(C(=O)OC)C(OC(C)=O)C4(CC)C=CCN5CCC31C54)C2. Drug 2: CC1(c2nc3c(C(N)=O)cccc3[nH]2)CCCN1. Cell line: UWB1289. Synergy scores: synergy=26.1. (2) Drug 1: Cn1nnc2c(C(N)=O)ncn2c1=O. Cell line: T47D. Drug 2: O=C(O)C1(Cc2cccc(Nc3nccs3)n2)CCC(Oc2cccc(Cl)c2F)CC1. Synergy scores: synergy=-12.1. (3) Drug 1: CN(Cc1cnc2nc(N)nc(N)c2n1)c1ccc(C(=O)NC(CCC(=O)O)C(=O)O)cc1. Drug 2: CCN(CC)CCNC(=O)c1c(C)[nH]c(C=C2C(=O)Nc3ccc(F)cc32)c1C. Cell line: KPL1. Synergy scores: synergy=-12.6. (4) Drug 1: O=C(CCCCCCC(=O)Nc1ccccc1)NO. Drug 2: CCc1cnn2c(NCc3ccc[n+]([O-])c3)cc(N3CCCCC3CCO)nc12. Cell line: NCIH2122. Synergy scores: synergy=-16.4. (5) Drug 1: CCN(CC)CCNC(=O)c1c(C)[nH]c(C=C2C(=O)Nc3ccc(F)cc32)c1C. Drug 2: CCc1cnn2c(NCc3ccc[n+]([O-])c3)cc(N3CCCCC3CCO)nc12. Cell line: NCIH2122. Synergy scores: synergy=7.87. (6) Drug 1: COC12C(COC(N)=O)C3=C(C(=O)C(C)=C(N)C3=O)N1CC1NC12. Drug 2: CNC(=O)c1cc(Oc2ccc(NC(=O)Nc3ccc(Cl)c(C(F)(F)F)c3)cc2)ccn1. Cell line: ZR751. Synergy scores: synergy=-43.8.